Dataset: Reaction yield outcomes from USPTO patents with 853,638 reactions. Task: Predict the reaction yield, written as a fraction of the theoretical maximum amount of product (1.0 means a 100% yield; for example, 0.34 means a 34% yield). (1) The reactants are [CH3:1][CH:2]1[CH2:4][CH:3]1[C:5]([OH:7])=O.CN(C)C=O.C(Cl)(=O)C(Cl)=O.Cl.[NH2:20][C:21]1[N:22]=[C:23]2[CH:28]=[CH:27][C:26]([O:29][C:30]3[CH:31]=[CH:32][C:33]([F:46])=[C:34]([NH:36][C:37]([C:39]4[N:43]([CH3:44])[N:42]=[C:41]([CH3:45])[CH:40]=4)=[O:38])[CH:35]=3)=[N:25][N:24]2[CH:47]=1. The catalyst is CN(C)C(=O)C.O1CCCC1. The product is [F:46][C:33]1[CH:32]=[CH:31][C:30]([O:29][C:26]2[CH:27]=[CH:28][C:23]3[N:24]([CH:47]=[C:21]([NH:20][C:5]([CH:3]4[CH2:4][CH:2]4[CH3:1])=[O:7])[N:22]=3)[N:25]=2)=[CH:35][C:34]=1[NH:36][C:37]([C:39]1[N:43]([CH3:44])[N:42]=[C:41]([CH3:45])[CH:40]=1)=[O:38]. The yield is 0.250. (2) The reactants are [Cl:1][C:2]1[N:7]=[C:6]([NH2:8])[N:5]=[C:4]([NH:9][CH2:10][C:11]2[CH:16]=[CH:15][CH:14]=[C:13]([CH2:17][O:18][C@H:19]3[CH2:23][CH2:22][O:21][CH2:20]3)[N:12]=2)[C:3]=1[NH2:24].[N:25]([O-])=O.[Na+]. The catalyst is CCO.C(O)(=O)C.O. The product is [Cl:1][C:2]1[C:3]2[N:24]=[N:25][N:9]([CH2:10][C:11]3[CH:16]=[CH:15][CH:14]=[C:13]([CH2:17][O:18][C@H:19]4[CH2:23][CH2:22][O:21][CH2:20]4)[N:12]=3)[C:4]=2[N:5]=[C:6]([NH2:8])[N:7]=1. The yield is 0.700. (3) The reactants are C(N1C=C(C(=O)N(CCCC)CCCC)N=C1C1C=CC(C(OC)=O)=CC=1C(O)=O)C1C=CC=CC=1.[Si:37]([O:44][CH2:45][CH2:46][N:47]1[CH:51]=[C:50]([C:52](=[O:62])[N:53]([CH2:58][CH2:59][CH2:60][CH3:61])[CH2:54][CH2:55][CH2:56][CH3:57])[N:49]=[C:48]1[C:63]1[CH:72]=[CH:71][C:66]([C:67]([O:69][CH3:70])=[O:68])=[CH:65][C:64]=1[C:73]([O:75]CC1C=CC=CC=1)=[O:74])([C:40]([CH3:43])([CH3:42])[CH3:41])([CH3:39])[CH3:38]. The yield is 0.870. No catalyst specified. The product is [Si:37]([O:44][CH2:45][CH2:46][N:47]1[CH:51]=[C:50]([C:52](=[O:62])[N:53]([CH2:54][CH2:55][CH2:56][CH3:57])[CH2:58][CH2:59][CH2:60][CH3:61])[N:49]=[C:48]1[C:63]1[CH:72]=[CH:71][C:66]([C:67]([O:69][CH3:70])=[O:68])=[CH:65][C:64]=1[C:73]([OH:75])=[O:74])([C:40]([CH3:41])([CH3:42])[CH3:43])([CH3:39])[CH3:38].